This data is from Forward reaction prediction with 1.9M reactions from USPTO patents (1976-2016). The task is: Predict the product of the given reaction. (1) Given the reactants [CH2:1]1[C:6](=O)[N:5](Cl)C(=O)[CH2:2]1.[F:9][C:10]([F:21])([F:20])C(C1(C)SCCCS1)=O.[CH3:22][O:23][CH:24]([O:27][CH3:28])[CH:25]=O.[NH3:29], predict the reaction product. The product is: [CH3:22][O:23][CH:24]([O:27][CH3:28])[C:25]1[NH:29][C:1]([CH3:2])=[C:6]([C:10]([F:21])([F:20])[F:9])[N:5]=1. (2) Given the reactants [F:1][C:2]1[CH:7]=[CH:6][CH:5]=[CH:4][C:3]=1[N:8]1[C:12]([C:13]2[CH:18]=[CH:17][N:16]=[CH:15][CH:14]=2)=[C:11]([C:19]2[O:23][N:22]=[C:21]([C:24]3[CH:31]=[CH:30][C:27]([CH:28]=O)=[CH:26][CH:25]=3)[N:20]=2)[N:10]=[N:9]1.[CH:32]([NH2:35])([CH3:34])[CH3:33], predict the reaction product. The product is: [F:1][C:2]1[CH:7]=[CH:6][CH:5]=[CH:4][C:3]=1[N:8]1[C:12]([C:13]2[CH:18]=[CH:17][N:16]=[CH:15][CH:14]=2)=[C:11]([C:19]2[O:23][N:22]=[C:21]([C:24]3[CH:31]=[CH:30][C:27]([CH2:28][NH:35][CH:32]([CH3:34])[CH3:33])=[CH:26][CH:25]=3)[N:20]=2)[N:10]=[N:9]1.